Dataset: Catalyst prediction with 721,799 reactions and 888 catalyst types from USPTO. Task: Predict which catalyst facilitates the given reaction. (1) Reactant: Br[C:2]1[CH:7]=[N:6][C:5]([Br:8])=[CH:4][N:3]=1.C([Li])CCC.[O:14]1[CH2:17][C:16](=[O:18])[CH2:15]1. Product: [Br:8][C:5]1[N:6]=[CH:7][C:2]([C:16]2([OH:18])[CH2:17][O:14][CH2:15]2)=[N:3][CH:4]=1. The catalyst class is: 11. (2) Reactant: C(O)(=O)CC(CC(O)=O)(C(O)=O)[OH:4].N[C@@:15]1(C#N)[C@H:20]([O:21][CH2:22][C:23]2[CH:28]=[CH:27][C:26]([Cl:29])=[C:25]([Cl:30])[CH:24]=2)[CH2:19][C@@H:18]2[C@H:16]1[C@@:17]2([F:34])[C:31]([NH2:33])=[O:32].C(O)(=O)CC(CC(O)=O)(C(O)=O)O.N[C@]1(C#N)[C@H](OCC2C=CC(Cl)=C(Cl)C=2)C[C@@H]2[C@H]1[C@@]2(F)C(N)=O.O.C(OCC)(=O)C. Product: [Cl:30][C:25]1[CH:24]=[C:23]([CH:28]=[CH:27][C:26]=1[Cl:29])[CH2:22][O:21][C@@H:20]1[CH2:19][C@@H:18]2[C@@H:16]([C@@:17]2([F:34])[C:31]([NH2:33])=[O:32])[C:15]1=[O:4]. The catalyst class is: 254. (3) Reactant: [F:1][C:2]1[CH:3]=[C:4]([NH:9][CH2:10][CH2:11][NH:12][CH2:13][C:14]2([C:21]3[CH:26]=[CH:25][C:24]([I:27])=[CH:23][CH:22]=3)[CH2:19][CH2:18][N:17]([CH3:20])[CH2:16][CH2:15]2)[CH:5]=[CH:6][C:7]=1[F:8].Cl[C:29](Cl)([O:31]C(=O)OC(Cl)(Cl)Cl)Cl. The catalyst class is: 49. Product: [F:1][C:2]1[CH:3]=[C:4]([N:9]2[CH2:10][CH2:11][N:12]([CH2:13][C:14]3([C:21]4[CH:26]=[CH:25][C:24]([I:27])=[CH:23][CH:22]=4)[CH2:15][CH2:16][N:17]([CH3:20])[CH2:18][CH2:19]3)[C:29]2=[O:31])[CH:5]=[CH:6][C:7]=1[F:8]. (4) The catalyst class is: 7. Reactant: [Si]([O:8][C@H:9]1[CH2:14][N:13]([CH2:15][C:16]2[CH:21]=[CH:20][C:19]([F:22])=[CH:18][C:17]=2[Cl:23])[C:12](=O)[C:11]([F:26])([F:25])[CH2:10]1)(C(C)(C)C)(C)C.B. Product: [Cl:23][C:17]1[CH:18]=[C:19]([F:22])[CH:20]=[CH:21][C:16]=1[CH2:15][N:13]1[CH2:12][C:11]([F:25])([F:26])[CH2:10][C@@H:9]([OH:8])[CH2:14]1.